This data is from Catalyst prediction with 721,799 reactions and 888 catalyst types from USPTO. The task is: Predict which catalyst facilitates the given reaction. Reactant: [CH3:1][C:2]1[CH:6]=[C:5]([N+:7]([O-:9])=[O:8])[NH:4][N:3]=1.[H-].[Na+].[CH3:12][O:13][C:14](=[O:42])[C:15]1[CH:20]=[CH:19][CH:18]=[C:17]([CH2:21][N:22]2[C:27](=[O:28])[CH:26]=[CH:25][C:24]([C:29]3[CH:34]=[CH:33][CH:32]=[C:31]([CH2:35][CH2:36]OS(C)(=O)=O)[CH:30]=3)=[N:23]2)[CH:16]=1. Product: [CH3:12][O:13][C:14](=[O:42])[C:15]1[CH:20]=[CH:19][CH:18]=[C:17]([CH2:21][N:22]2[C:27](=[O:28])[CH:26]=[CH:25][C:24]([C:29]3[CH:34]=[CH:33][CH:32]=[C:31]([CH2:35][CH2:36][N:4]4[C:5]([N+:7]([O-:9])=[O:8])=[CH:6][C:2]([CH3:1])=[N:3]4)[CH:30]=3)=[N:23]2)[CH:16]=1. The catalyst class is: 3.